This data is from Aqueous solubility values for 9,982 compounds from the AqSolDB database. The task is: Regression/Classification. Given a drug SMILES string, predict its absorption, distribution, metabolism, or excretion properties. Task type varies by dataset: regression for continuous measurements (e.g., permeability, clearance, half-life) or binary classification for categorical outcomes (e.g., BBB penetration, CYP inhibition). For this dataset (solubility_aqsoldb), we predict Y. (1) The molecule is c1cc(OCC2CO2)cc(N(CC2CO2)CC2CO2)c1. The Y is -2.19 log mol/L. (2) The drug is CCCCCCCCCC(C)C=O. The Y is -5.15 log mol/L. (3) The molecule is CCN1c2ncccc2C(=O)N(C)c2cccnc21. The Y is -2.62 log mol/L. (4) The compound is CCCCC(=O)NNC(=O)CCCC. The Y is -2.16 log mol/L. (5) The molecule is O=C1OC(=O)c2ccccc21. The Y is -1.36 log mol/L. (6) The drug is CCOP(=S)(OCC)SCSP(=S)(OCC)OCC. The Y is -5.28 log mol/L. (7) The molecule is COC(C)C. The Y is -0.0570 log mol/L.